This data is from Full USPTO retrosynthesis dataset with 1.9M reactions from patents (1976-2016). The task is: Predict the reactants needed to synthesize the given product. (1) Given the product [Si:35]([O:42][CH2:43][C:44]1[C:45]([N+:53]([O-:55])=[O:54])=[C:46]([CH:50]=[CH:51][CH:52]=1)[C:47]([NH:9][CH2:10][C:11]#[CH:12])=[O:49])([C:38]([CH3:39])([CH3:40])[CH3:41])([CH3:37])[CH3:36], predict the reactants needed to synthesize it. The reactants are: CN(C(O[N:9]1N=N[C:11]2[CH:12]=CC=C[C:10]1=2)=[N+](C)C)C.F[P-](F)(F)(F)(F)F.C1C=CC2N(O)N=NC=2C=1.[Si:35]([O:42][CH2:43][C:44]1[C:45]([N+:53]([O-:55])=[O:54])=[C:46]([CH:50]=[CH:51][CH:52]=1)[C:47]([OH:49])=O)([C:38]([CH3:41])([CH3:40])[CH3:39])([CH3:37])[CH3:36].C(N(CC)C(C)C)(C)C.C(N)C#C. (2) Given the product [Br:34][C:30]1[CH:29]=[C:28]([CH:33]=[CH:32][CH:31]=1)[CH2:27][N:18]([C:19]1[N:20]=[CH:21][C:22]([CH2:25][CH3:26])=[CH:23][N:24]=1)[CH2:17][CH2:16][C:14]1[N:15]=[C:11]([S:10][C:7]([CH3:9])([CH3:8])[C:6]([OH:35])=[O:5])[S:12][CH:13]=1, predict the reactants needed to synthesize it. The reactants are: C([O:5][C:6](=[O:35])[C:7]([S:10][C:11]1[S:12][CH:13]=[C:14]([CH2:16][CH2:17][N:18]([CH2:27][C:28]2[CH:33]=[CH:32][CH:31]=[C:30]([Br:34])[CH:29]=2)[C:19]2[N:24]=[CH:23][C:22]([CH2:25][CH3:26])=[CH:21][N:20]=2)[N:15]=1)([CH3:9])[CH3:8])(C)(C)C.FC(F)(F)C(O)=O. (3) Given the product [C:15]([S:12]([C:9]1[CH:10]=[C:11]2[C:6](=[CH:7][C:8]=1[Cl:19])[N:5]=[CH:4][N:3]=[C:2]2[NH:29][C:27]1[CH:26]=[CH:25][C:24]2[S:20][CH:21]=[N:22][C:23]=2[CH:28]=1)(=[O:14])=[O:13])([CH3:18])([CH3:17])[CH3:16], predict the reactants needed to synthesize it. The reactants are: Cl[C:2]1[C:11]2[C:6](=[CH:7][C:8]([Cl:19])=[C:9]([S:12]([C:15]([CH3:18])([CH3:17])[CH3:16])(=[O:14])=[O:13])[CH:10]=2)[N:5]=[CH:4][N:3]=1.[S:20]1[C:24]2[CH:25]=[CH:26][C:27]([NH2:29])=[CH:28][C:23]=2[N:22]=[CH:21]1. (4) Given the product [CH:18]([N:13]1[C:12]([C:34]2[CH:35]=[CH:36][C:31]([C:30]([F:41])([F:40])[F:29])=[CH:32][CH:33]=2)=[C:11]2[C:15]([CH2:16][CH2:17][NH:8][CH2:9][CH2:10]2)=[N:14]1)([CH3:19])[CH3:20], predict the reactants needed to synthesize it. The reactants are: C(OC([N:8]1[CH2:17][CH2:16][C:15]2[C:11](=[C:12](OS(C(F)(F)F)(=O)=O)[N:13]([CH:18]([CH3:20])[CH3:19])[N:14]=2)[CH2:10][CH2:9]1)=O)(C)(C)C.[F:29][C:30]([F:41])([F:40])[C:31]1[CH:36]=[CH:35][C:34](B(O)O)=[CH:33][CH:32]=1.